Dataset: Reaction yield outcomes from USPTO patents with 853,638 reactions. Task: Predict the reaction yield, written as a fraction of the theoretical maximum amount of product (1.0 means a 100% yield; for example, 0.34 means a 34% yield). (1) The reactants are [CH3:1][CH:2]1[CH:6]([CH3:7])[C:5]2[CH:8]=[CH:9][CH:10]=[C:11]([C:12]([OH:14])=O)[C:4]=2[O:3]1.C1C=CC2N(O)N=NC=2C=1.CCN=C=NCCCN(C)C.C(N(C(C)C)CC)(C)C.[CH:45]1([NH:51][CH3:52])[CH2:50][CH2:49][CH2:48][CH2:47][CH2:46]1. The catalyst is C1COCC1. The product is [CH:45]1([N:51]([CH3:52])[C:12]([C:11]2[C:4]3[O:3][CH:2]([CH3:1])[CH:6]([CH3:7])[C:5]=3[CH:8]=[CH:9][CH:10]=2)=[O:14])[CH2:50][CH2:49][CH2:48][CH2:47][CH2:46]1. The yield is 0.930. (2) The reactants are [NH2:1][C:2]1[CH2:3][C:4]([C:14]([N:16]([CH2:20][CH2:21][CH3:22])[CH2:17][CH2:18][CH3:19])=[O:15])=[CH:5][C:6]2[CH:12]=[CH:11][C:10](Br)=[CH:9][C:7]=2[N:8]=1.CO[C:25]([C:27]1[CH:32]=[CH:31][C:30](B(O)O)=[CH:29][CH:28]=1)=[O:26].[C:36](=O)([O-])[O-:37].[K+].[K+]. The catalyst is C(#N)C.CCOC(C)=O.C1C=CC([P]([Pd]([P](C2C=CC=CC=2)(C2C=CC=CC=2)C2C=CC=CC=2)([P](C2C=CC=CC=2)(C2C=CC=CC=2)C2C=CC=CC=2)[P](C2C=CC=CC=2)(C2C=CC=CC=2)C2C=CC=CC=2)(C2C=CC=CC=2)C2C=CC=CC=2)=CC=1. The product is [NH2:1][C:2]1[CH2:3][C:4]([C:14]([N:16]([CH2:20][CH2:21][CH3:22])[CH2:17][CH2:18][CH3:19])=[O:15])=[CH:5][C:6]2[CH:12]=[CH:11][C:10]([C:30]3[CH:29]=[CH:28][C:27]([CH:25]([OH:26])[CH2:36][OH:37])=[CH:32][CH:31]=3)=[CH:9][C:7]=2[N:8]=1. The yield is 0.190. (3) The reactants are [C:1]1(B(O)O)[CH:6]=[CH:5][CH:4]=[CH:3][CH:2]=1.C(=O)([O-])[O-].[K+].[K+].Br[C:17]1[CH:26]=[CH:25][C:24]2[NH:23][C:22](=[O:27])[C:21]3[NH:28][CH:29]=[CH:30][C:20]=3[C:19]=2[CH:18]=1.[CH2:31]([C:33]([O-:35])=[O:34])[CH3:32].O. The catalyst is O1CCOCC1.Cl[Pd](Cl)([P](C1C=CC=CC=1)(C1C=CC=CC=1)C1C=CC=CC=1)[P](C1C=CC=CC=1)(C1C=CC=CC=1)C1C=CC=CC=1. The product is [O:27]=[C:22]1[C:21]2[NH:28][CH:29]=[CH:30][C:20]=2[C:19]2[CH:18]=[C:17]([C:1]3[CH:6]=[CH:5][CH:4]=[CH:3][CH:2]=3)[CH:26]=[CH:25][C:24]=2[NH:23]1.[CH2:31]([C:33]([O-:35])=[O:34])[CH3:32]. The yield is 0.190. (4) The reactants are [F:1][C:2]([F:32])([F:31])[C:3]1[CH:4]=[C:5]([NH:13][C:14](=[O:30])[CH2:15][N:16]2[C:21](=[O:22])[C:20]3[C:23]([CH3:29])=[C:24]([C:26]([OH:28])=O)[S:25][C:19]=3[N:18]=[CH:17]2)[CH:6]=[C:7]([C:9]([F:12])([F:11])[F:10])[CH:8]=1.CCN(C(C)C)C(C)C.[F:42][C:43]1[CH:48]=[CH:47][CH:46]=[CH:45][C:44]=1[N:49]1[CH2:54][CH2:53][NH:52][CH2:51][CH2:50]1.CN(C(ON1N=NC2C=CC=NC1=2)=[N+](C)C)C.F[P-](F)(F)(F)(F)F. The catalyst is C(Cl)Cl. The product is [F:10][C:9]([F:11])([F:12])[C:7]1[CH:6]=[C:5]([NH:13][C:14](=[O:30])[CH2:15][N:16]2[C:21](=[O:22])[C:20]3[C:23]([CH3:29])=[C:24]([C:26]([N:52]4[CH2:51][CH2:50][N:49]([C:44]5[CH:45]=[CH:46][CH:47]=[CH:48][C:43]=5[F:42])[CH2:54][CH2:53]4)=[O:28])[S:25][C:19]=3[N:18]=[CH:17]2)[CH:4]=[C:3]([C:2]([F:32])([F:31])[F:1])[CH:8]=1. The yield is 0.600. (5) The catalyst is C1(C)C=CC=CC=1. The yield is 0.860. The product is [C:22]([O:26][C:20](=[O:34])[NH:17][C:3]1[CH:7]=[C:8]([O:13][CH3:14])[CH:9]=[C:10]([O:11][CH3:12])[C:2]=1[F:1])([CH3:25])([CH3:24])[CH3:23]. The reactants are [F:1][C:2]1[C:10]([O:11][CH3:12])=[CH:9][C:8]([O:13][CH3:14])=[CH:7][C:3]=1C(O)=O.C([N:17]([CH2:20]C)CC)C.[C:22]([OH:26])([CH3:25])([CH3:24])[CH3:23].C1(P(N=[N+]=[N-])(C2C=CC=CC=2)=[O:34])C=CC=CC=1. (6) The reactants are Cl.[F:2][C:3]1[CH:17]=[CH:16][C:6]2[C:7]([CH:10]3[CH2:15][CH2:14][NH:13][CH2:12][CH2:11]3)=[N:8][O:9][C:5]=2[CH:4]=1.Cl[CH2:19][CH2:20][C:21]1[C:26](=[O:27])[N:25]2[CH2:28][CH2:29][CH2:30][CH2:31][C:24]2=[N:23][C:22]=1[CH3:32].C(=O)([O-])[O-].[Na+].[Na+]. The catalyst is O. The product is [F:2][C:3]1[CH:17]=[CH:16][C:6]2[C:7]([CH:10]3[CH2:11][CH2:12][N:13]([CH2:19][CH2:20][C:21]4[C:26](=[O:27])[N:25]5[CH2:28][CH2:29][CH2:30][CH2:31][C:24]5=[N:23][C:22]=4[CH3:32])[CH2:14][CH2:15]3)=[N:8][O:9][C:5]=2[CH:4]=1. The yield is 0.915.